Predict the reactants needed to synthesize the given product. From a dataset of Full USPTO retrosynthesis dataset with 1.9M reactions from patents (1976-2016). Given the product [CH2:1]([C:3]([C:21]1[CH:22]=[C:23]([CH3:36])[C:24]([O:25][CH2:26][C@@H:27]([OH:38])[CH2:28][CH2:29][C:30]([OH:31])=[O:32])=[C:33]([CH3:35])[CH:34]=1)([C:6]1[CH:11]=[CH:10][C:9](/[CH:12]=[CH:13]/[C:14]([CH2:15][CH3:16])([OH:17])[CH2:18][CH3:19])=[C:8]([CH3:20])[CH:7]=1)[CH2:4][CH3:5])[CH3:2], predict the reactants needed to synthesize it. The reactants are: [CH2:1]([C:3]([C:21]1[CH:34]=[C:33]([CH3:35])[C:24]([O:25][CH2:26][C@H:27]2[O:31][C:30](=[O:32])[CH2:29][CH2:28]2)=[C:23]([CH3:36])[CH:22]=1)([C:6]1[CH:11]=[CH:10][C:9](/[CH:12]=[CH:13]/[C:14]([CH2:18][CH3:19])([OH:17])[CH2:15][CH3:16])=[C:8]([CH3:20])[CH:7]=1)[CH2:4][CH3:5])[CH3:2].C[OH:38].